From a dataset of Forward reaction prediction with 1.9M reactions from USPTO patents (1976-2016). Predict the product of the given reaction. (1) Given the reactants [NH2:1][C:2]1[CH:19]=[CH:18][C:5]2[N:6]=[C:7]([CH:12]3[CH2:17][CH2:16][CH2:15][CH2:14][CH2:13]3)[NH:8][S:9](=[O:11])(=[O:10])[C:4]=2[CH:3]=1.C(N(CC)CC)C.[CH3:27][S:28](Cl)(=[O:30])=[O:29], predict the reaction product. The product is: [CH3:27][S:28]([NH:1][C:2]1[CH:19]=[CH:18][C:5]2[N:6]=[C:7]([CH:12]3[CH2:17][CH2:16][CH2:15][CH2:14][CH2:13]3)[NH:8][S:9](=[O:11])(=[O:10])[C:4]=2[CH:3]=1)(=[O:30])=[O:29]. (2) Given the reactants [C:1]1([CH2:7][C:8]([NH2:10])=[O:9])[CH:6]=[CH:5][CH:4]=[CH:3][CH:2]=1.[C:11]([O:17][CH2:18][CH2:19]Cl)(=[O:16])[CH2:12][C:13]([CH3:15])=O, predict the reaction product. The product is: [CH2:7]([C:8]1[O:9][C:12]([C:11]([O:17][CH2:18][CH3:19])=[O:16])=[C:13]([CH3:15])[N:10]=1)[C:1]1[CH:6]=[CH:5][CH:4]=[CH:3][CH:2]=1. (3) Given the reactants [I-].[Li+].[CH3:3][C:4]1([CH3:33])[S:9][CH2:8][CH2:7][N:6]([S:10]([C:13]2[CH:18]=[CH:17][C:16]([O:19][CH2:20][C:21]#[C:22][C:23]3[CH:28]=[CH:27][CH:26]=[CH:25][CH:24]=3)=[CH:15][CH:14]=2)(=[O:12])=[O:11])[C@H:5]1[C:29]([O:31]C)=[O:30], predict the reaction product. The product is: [CH3:3][C:4]1([CH3:33])[S:9][CH2:8][CH2:7][N:6]([S:10]([C:13]2[CH:14]=[CH:15][C:16]([O:19][CH2:20][C:21]#[C:22][C:23]3[CH:28]=[CH:27][CH:26]=[CH:25][CH:24]=3)=[CH:17][CH:18]=2)(=[O:11])=[O:12])[C@H:5]1[C:29]([OH:31])=[O:30]. (4) Given the reactants [NH2:1][C:2]1[C:7]([O:8][C:9]2[CH:14]=[CH:13][C:12]([F:15])=[CH:11][C:10]=2[F:16])=[CH:6][C:5](Br)=[CH:4][N:3]=1.C(=O)([O-])[O-].[Na+].[Na+].[C:24]1(C)[CH:29]=CC=[CH:26][CH:25]=1.C(B(CCCC)CCCC)CCC, predict the reaction product. The product is: [NH2:1][C:2]1[C:7]([O:8][C:9]2[CH:14]=[CH:13][C:12]([F:15])=[CH:11][C:10]=2[F:16])=[CH:6][C:5]([CH2:29][CH2:24][CH2:25][CH3:26])=[CH:4][N:3]=1.